From a dataset of Forward reaction prediction with 1.9M reactions from USPTO patents (1976-2016). Predict the product of the given reaction. (1) Given the reactants [NH2:1][CH2:2][CH2:3][CH2:4][OH:5].C(N(C(C)C)C(C)C)C.[Cl:15][C:16]1[N:21]=[C:20](Cl)[C:19]([I:23])=[CH:18][N:17]=1, predict the reaction product. The product is: [Cl:15][C:16]1[N:21]=[C:20]([NH:1][CH2:2][CH2:3][CH2:4][OH:5])[C:19]([I:23])=[CH:18][N:17]=1. (2) Given the reactants [CH:1]([O:4][C:5]1[CH:29]=[CH:28][C:8]([C:9]([N:11]2[CH2:16][CH2:15][C:14]3([CH:25]([CH3:26])[C:24](=[O:27])[C:23]4[C:18](=[CH:19][CH:20]=[CH:21][CH:22]=4)[O:17]3)[CH2:13][CH2:12]2)=[O:10])=[CH:7][C:6]=1[O:30][CH3:31])([CH3:3])[CH3:2].C(OC1C=CC(C(N2CCC3(C(C)(C)C(=O)C4C(=CC=CC=4)O3)CC2)=O)=CC=1OC)(C)C.[BH4-].[Na+], predict the reaction product. The product is: [OH:27][CH:24]1[C:23]2[C:18](=[CH:19][CH:20]=[CH:21][CH:22]=2)[O:17][C:14]2([CH2:13][CH2:12][N:11]([C:9]([C:8]3[CH:28]=[CH:29][C:5]([O:4][CH:1]([CH3:2])[CH3:3])=[C:6]([O:30][CH3:31])[CH:7]=3)=[O:10])[CH2:16][CH2:15]2)[CH:25]1[CH3:26].